This data is from Reaction yield outcomes from USPTO patents with 853,638 reactions. The task is: Predict the reaction yield, written as a fraction of the theoretical maximum amount of product (1.0 means a 100% yield; for example, 0.34 means a 34% yield). (1) The reactants are Cl.[NH2:2][CH2:3][C:4]1[CH:12]=[CH:11][CH:10]=[C:9]2[C:5]=1[C:6](=[O:22])[N:7]([CH:14]1[CH2:19][CH2:18][C:17](=[O:20])[NH:16][C:15]1=[O:21])[C:8]2=[O:13].N12CCCN=C1CCCCC2.ON1C2C=CC=CC=2N=N1.[F:44][C:45]1[CH:46]=[C:47]([CH2:52][C:53](O)=[O:54])[CH:48]=[CH:49][C:50]=1[CH3:51].Cl.CN(C)CCCN=C=NCC. The catalyst is C(#N)C. The product is [O:21]=[C:15]1[CH:14]([N:7]2[C:6](=[O:22])[C:5]3[C:9](=[CH:10][CH:11]=[CH:12][C:4]=3[CH2:3][NH:2][C:53](=[O:54])[CH2:52][C:47]3[CH:48]=[CH:49][C:50]([CH3:51])=[C:45]([F:44])[CH:46]=3)[C:8]2=[O:13])[CH2:19][CH2:18][C:17](=[O:20])[NH:16]1. The yield is 0.700. (2) The reactants are [O:1]=[C:2]1[CH:7]=[C:6]([O:8][CH:9]2[CH2:14][CH2:13][N:12]([C:15]([O:17][C:18]([CH3:21])([CH3:20])[CH3:19])=[O:16])[CH2:11][CH2:10]2)[CH:5]=[CH:4][NH:3]1.CN(C=O)C.[H-].[Na+].[F:29][C:30]1[CH:31]=[C:32]([CH:35]=[CH:36][C:37]=1F)[C:33]#[N:34]. The product is [C:33]([C:32]1[CH:35]=[CH:36][C:37]([N:3]2[CH:4]=[CH:5][C:6]([O:8][CH:9]3[CH2:14][CH2:13][N:12]([C:15]([O:17][C:18]([CH3:21])([CH3:20])[CH3:19])=[O:16])[CH2:11][CH2:10]3)=[CH:7][C:2]2=[O:1])=[C:30]([F:29])[CH:31]=1)#[N:34]. The yield is 0.587. The catalyst is CCOC(C)=O.O.